From a dataset of Full USPTO retrosynthesis dataset with 1.9M reactions from patents (1976-2016). Predict the reactants needed to synthesize the given product. (1) Given the product [Cl:40][C:30]1[CH:29]=[C:28]([NH:27][C:2]2[CH:7]=[C:6]([O:8][C:9]3[C:18]4[C:13](=[CH:14][CH:15]=[CH:16][CH:17]=4)[C:12]([NH:19][C:20](=[O:26])[O:21][C:22]([CH3:23])([CH3:25])[CH3:24])=[CH:11][CH:10]=3)[CH:5]=[CH:4][N:3]=2)[CH:33]=[CH:32][C:31]=1[P:34]([O:35][CH2:36][CH3:37])([CH3:39])=[O:38], predict the reactants needed to synthesize it. The reactants are: Cl[C:2]1[CH:7]=[C:6]([O:8][C:9]2[C:18]3[C:13](=[CH:14][CH:15]=[CH:16][CH:17]=3)[C:12]([NH:19][C:20](=[O:26])[O:21][C:22]([CH3:25])([CH3:24])[CH3:23])=[CH:11][CH:10]=2)[CH:5]=[CH:4][N:3]=1.[NH2:27][C:28]1[CH:33]=[CH:32][C:31]([P:34]([CH3:39])(=[O:38])[O:35][CH2:36][CH3:37])=[C:30]([Cl:40])[CH:29]=1.C(=O)([O-])[O-].[K+].[K+]. (2) Given the product [CH3:21][O:20][CH2:18][C:17]1[CH:16]=[C:15]([C:24]2[O:1][N:2]=[C:3]([C:4]3[CH:9]=[CH:8][N:7]=[C:6]([CH2:10][OH:11])[CH:5]=3)[N:12]=2)[CH:14]=[CH:23][C:22]=1[C:8]1[CH:9]=[CH:4][CH:5]=[CH:6][C:27]=1[CH3:28], predict the reactants needed to synthesize it. The reactants are: [OH:1][N:2]=[C:3]([NH2:12])[C:4]1[CH:9]=[CH:8][N:7]=[C:6]([CH2:10][OH:11])[CH:5]=1.Br[C:14]1[CH:23]=[CH:22][C:17]([C:18]([O:20][CH3:21])=O)=[CH:16][C:15]=1[CH2:24]OC.[CH2:27](Cl)[CH2:28]Cl. (3) Given the product [C:1]([O:5][C:6]([NH:8][C@@H:9]([CH2:10][C:11]1[CH:12]=[CH:13][CH:14]=[CH:15][CH:16]=1)[C:17](=[O:19])[CH:20]([Cl:22])[Cl:21])=[O:7])([CH3:2])([CH3:3])[CH3:4], predict the reactants needed to synthesize it. The reactants are: [C:1]([O:5][C:6]([NH:8][C@H:9]([C:17]([OH:19])=O)[CH2:10][C:11]1[CH:16]=[CH:15][CH:14]=[CH:13][CH:12]=1)=[O:7])([CH3:4])([CH3:3])[CH3:2].[CH2:20]([Cl:22])[Cl:21].C([N-]C(C)C)(C)C.[Li+].[Cl-].[NH4+]. (4) The reactants are: N1C=CN=C1.[CH3:6][C:7]([C@@H:9]1[C@@:13]2([CH3:28])[CH2:14][CH2:15][C@@H:16]3[C@@:21]4([CH3:27])[CH2:22][CH2:23][C@H:24]([OH:26])[CH2:25][C:20]4=[CH:19][CH2:18][C@H:17]3[C@@H:12]2[CH2:11][CH2:10]1)=[O:8].[Si:29](OS(C(F)(F)F)(=O)=O)([C:32]([CH3:35])([CH3:34])[CH3:33])([CH3:31])[CH3:30]. Given the product [CH3:33][C:32]([Si:29]([CH3:31])([CH3:30])[O:26][C@@H:24]1[CH2:25][C:20]2[C@@:21]([CH3:27])([C@@H:16]3[C@@H:17]([CH2:18][CH:19]=2)[C@H:12]2[C@@:13]([CH3:28])([C@@H:9]([C:7](=[O:8])[CH3:6])[CH2:10][CH2:11]2)[CH2:14][CH2:15]3)[CH2:22][CH2:23]1)([CH3:35])[CH3:34], predict the reactants needed to synthesize it. (5) Given the product [CH:1]1([CH2:4][O:5][C:6]2[CH:7]=[C:8]([CH:11]=[CH:12][C:13]=2[O:14][CH:15]([F:16])[F:17])[C:9]([OH:20])=[O:10])[CH2:3][CH2:2]1, predict the reactants needed to synthesize it. The reactants are: [CH:1]1([CH2:4][O:5][C:6]2[CH:7]=[C:8]([CH:11]=[CH:12][C:13]=2[O:14][CH:15]([F:17])[F:16])[CH:9]=[O:10])[CH2:3][CH2:2]1.S(=O)(=O)([OH:20])N.Cl([O-])=O.[Na+]. (6) The reactants are: Br[CH2:2][CH:3]1[CH2:8][CH2:7][O:6][CH2:5][CH2:4]1.BrCC1OC(C(F)(F)F)=CC=1.[F:20][C:21]1[C:22]([F:39])=[CH:23][C:24]2[O:38][CH2:37][C:27]3([C:35]4[C:30](=[CH:31][CH:32]=[CH:33][CH:34]=4)[NH:29][C:28]3=[O:36])[C:25]=2[CH:26]=1.CC1C2C=C3C4(C5C(=CC=CC=5)NC4=O)COC3=CC=2ON=1. Given the product [F:20][C:21]1[C:22]([F:39])=[CH:23][C:24]2[O:38][CH2:37][C:27]3([C:35]4[C:30](=[CH:31][CH:32]=[CH:33][CH:34]=4)[N:29]([CH2:2][CH:3]4[CH2:8][CH2:7][O:6][CH2:5][CH2:4]4)[C:28]3=[O:36])[C:25]=2[CH:26]=1, predict the reactants needed to synthesize it. (7) Given the product [C:44]1([CH3:70])[CH:49]=[CH:48][C:47]([S:50]([CH2:53][CH2:54][O:55][C:56](=[O:69])[CH2:57][O:58][C:59]2[CH:64]=[CH:63][C:62]([S:65]([N:21]3[C:20]4[CH:22]=[CH:23][CH:24]=[CH:25][C:19]=4[N:18]=[C:17]3[S:15]([CH2:14][C:3]3[C:2]([CH3:1])=[C:7]([O:8][CH2:9][C:10]([F:13])([F:11])[F:12])[CH:6]=[CH:5][N:4]=3)=[O:16])(=[O:66])=[O:67])=[CH:61][CH:60]=2)(=[O:52])=[O:51])=[CH:46][CH:45]=1, predict the reactants needed to synthesize it. The reactants are: [CH3:1][C:2]1[C:3]([CH2:14][S:15]([C:17]2[NH:21][C:20]3[CH:22]=[CH:23][CH:24]=[CH:25][C:19]=3[N:18]=2)=[O:16])=[N:4][CH:5]=[CH:6][C:7]=1[O:8][CH2:9][C:10]([F:13])([F:12])[F:11].[H-].[Na+].C1(C)C=CC(S(CCOC(=O)C)(=O)=O)=CC=1.[C:44]1([CH3:70])[CH:49]=[CH:48][C:47]([S:50]([CH2:53][CH2:54][O:55][C:56](=[O:69])[CH2:57][O:58][C:59]2[CH:64]=[CH:63][C:62]([S:65](Cl)(=[O:67])=[O:66])=[CH:61][CH:60]=2)(=[O:52])=[O:51])=[CH:46][CH:45]=1.C([O-])(O)=O.[Na+].ClS([O-])(=O)=O.